From a dataset of Catalyst prediction with 721,799 reactions and 888 catalyst types from USPTO. Predict which catalyst facilitates the given reaction. (1) Reactant: [NH:1]([C:8]([O:10][C:11]([CH3:14])([CH3:13])[CH3:12])=[O:9])[C@H:2]([C:5]([OH:7])=[O:6])[CH2:3][NH2:4].C([O-])([O-])=O.[K+].[K+].[OH-].[K+].[CH:23]1[CH:28]=[CH:27][C:26]([CH2:29][O:30][C:31](Cl)=[O:32])=[CH:25][CH:24]=1. Product: [NH:1]([C:8]([O:10][C:11]([CH3:14])([CH3:13])[CH3:12])=[O:9])[C@H:2]([C:5]([OH:7])=[O:6])[CH2:3][NH:4][C:31]([O:30][CH2:29][C:26]1[CH:27]=[CH:28][CH:23]=[CH:24][CH:25]=1)=[O:32]. The catalyst class is: 90. (2) Reactant: [Cl:1][C:2]1[CH:3]=[CH:4][C:5]([O:22][CH2:23][C:24]2[CH:29]=[CH:28][CH:27]=[CH:26][CH:25]=2)=[C:6]([C:8]([NH:10][C:11]2[CH:12]=[C:13]([CH2:17][C:18]([O:20]C)=[O:19])[CH:14]=[CH:15][CH:16]=2)=[O:9])[CH:7]=1.Cl.C(O)(=O)C. Product: [Cl:1][C:2]1[CH:3]=[CH:4][C:5]([O:22][CH2:23][C:24]2[CH:29]=[CH:28][CH:27]=[CH:26][CH:25]=2)=[C:6]([C:8]([NH:10][C:11]2[CH:12]=[C:13]([CH2:17][C:18]([OH:20])=[O:19])[CH:14]=[CH:15][CH:16]=2)=[O:9])[CH:7]=1. The catalyst class is: 6.